Regression/Classification. Given a drug SMILES string, predict its toxicity properties. Task type varies by dataset: regression for continuous values (e.g., LD50, hERG inhibition percentage) or binary classification for toxic/non-toxic outcomes (e.g., AMES mutagenicity, cardiotoxicity, hepatotoxicity). Dataset: ld50_zhu. From a dataset of Acute oral toxicity (LD50) regression data from Zhu et al.. (1) The compound is COP(=O)(NC(=O)CCCCl)SC. The rat oral LD50 is 4.91, given as -log10 of the dose in mol/kg body weight (higher means more acutely toxic). (2) The rat oral LD50 is 4.16, given as -log10 of the dose in mol/kg body weight (higher means more acutely toxic). The drug is FC(F)(F)c1nc2c(I)cc(I)cc2[nH]1.